This data is from Full USPTO retrosynthesis dataset with 1.9M reactions from patents (1976-2016). The task is: Predict the reactants needed to synthesize the given product. (1) Given the product [I:1][C:2]1[C:10]2[CH:9]=[N:8][CH:7]=[N:6][C:5]=2[N:4]([C:11]([CH3:15])([CH3:14])[CH2:12][O:13][CH3:18])[CH:3]=1, predict the reactants needed to synthesize it. The reactants are: [I:1][C:2]1[C:10]2[CH:9]=[N:8][CH:7]=[N:6][C:5]=2[N:4]([C:11]([CH3:15])([CH3:14])[CH2:12][OH:13])[CH:3]=1.[H-].[Na+].[CH3:18]I. (2) Given the product [O:1]=[C:2]1[N:6]([C:17]([O:16][C:13]([CH3:15])([CH3:14])[CH3:12])=[O:18])[C@@H:5]([C:7]([O:9][CH2:10][CH3:11])=[O:8])[CH2:4][CH2:3]1, predict the reactants needed to synthesize it. The reactants are: [O:1]=[C:2]1[NH:6][C@@H:5]([C:7]([O:9][CH2:10][CH3:11])=[O:8])[CH2:4][CH2:3]1.[CH3:12][C:13]([O:16][C:17](O[C:17]([O:16][C:13]([CH3:15])([CH3:14])[CH3:12])=[O:18])=[O:18])([CH3:15])[CH3:14].C([O-])(O)=O.[Na+]. (3) Given the product [O:9]1[CH2:10][CH:11]=[C:12]([C:7]2[C:2]([F:1])=[N:3][CH:4]=[CH:5][N:6]=2)[CH2:13][CH2:14]1, predict the reactants needed to synthesize it. The reactants are: [F:1][C:2]1[C:7](I)=[N:6][CH:5]=[CH:4][N:3]=1.[O:9]1[CH2:14][CH:13]=[C:12](B2OC(C)(C)C(C)(C)O2)[CH2:11][CH2:10]1.C(=O)([O-])[O-].[Na+].[Na+]. (4) The reactants are: [Cl:1][C:2]1[CH:11]=[CH:10][C:9]2[NH:8][C:7](=O)[N:6]3[N:13]=[CH:14][N:15]=[C:5]3[C:4]=2[CH:3]=1.P(Cl)(Cl)([Cl:18])=O.C(N(CC)C(C)C)(C)C. Given the product [Cl:18][C:7]1[N:6]2[N:13]=[CH:14][N:15]=[C:5]2[C:4]2[CH:3]=[C:2]([Cl:1])[CH:11]=[CH:10][C:9]=2[N:8]=1, predict the reactants needed to synthesize it. (5) Given the product [CH3:1][N:2]([CH3:6])[C:3](=[S:4])[O:7][C:8]1[C:16]2[NH:15][C:14](=[O:17])[NH:13][C:12]=2[CH:11]=[CH:10][CH:9]=1, predict the reactants needed to synthesize it. The reactants are: [CH3:1][N:2]([CH3:6])[C:3](Cl)=[S:4].[OH:7][C:8]1[C:16]2[NH:15][C:14](=[O:17])[NH:13][C:12]=2[CH:11]=[CH:10][CH:9]=1.C(=O)([O-])[O-].[Cs+].[Cs+]. (6) The reactants are: Br[C:2]1[CH:3]=[C:4]([CH:8]2[C:17]([CH3:19])([CH3:18])[CH2:16][C:15]3[C:10](=[CH:11][CH:12]=[C:13]([C:20]([OH:22])=[O:21])[CH:14]=3)[NH:9]2)[CH:5]=[CH:6][CH:7]=1.[CH3:23][NH:24][CH2:25][CH2:26][NH:27][CH3:28].Cl.CN(C)CC(O)=O.C(=O)([O-])[O-].[K+].[K+]. Given the product [CH3:18][C:17]1([CH3:19])[CH2:16][C:15]2[C:10](=[CH:11][CH:12]=[C:13]([C:20]([OH:22])=[O:21])[CH:14]=2)[NH:9][CH:8]1[C:4]1[CH:5]=[CH:6][CH:7]=[C:2]([N:24]([CH3:23])[CH2:25][CH2:26][NH:27][CH3:28])[CH:3]=1, predict the reactants needed to synthesize it. (7) The reactants are: C([N:8]1[CH2:13][CH2:12][N:11]([CH2:14][CH2:15][C:16]2[CH:21]=[CH:20][N:19]=[CH:18][CH:17]=2)[CH2:10][CH2:9]1)(OC(C)(C)C)=O.C(OCC)(=O)C.[ClH:28]. Given the product [ClH:28].[N:19]1[CH:20]=[CH:21][C:16]([CH2:15][CH2:14][N:11]2[CH2:12][CH2:13][NH:8][CH2:9][CH2:10]2)=[CH:17][CH:18]=1, predict the reactants needed to synthesize it.